Dataset: Forward reaction prediction with 1.9M reactions from USPTO patents (1976-2016). Task: Predict the product of the given reaction. (1) Given the reactants Cl[C:2]1[C:11]2[C:6](=[C:7]([O:12][CH3:13])[CH:8]=[CH:9][CH:10]=2)[CH:5]=[C:4]([NH:14][C:15]2[CH:19]=[C:18]([CH3:20])[NH:17][N:16]=2)[N:3]=1.[C:21]([C:23]1[CH:24]=[C:25](B(O)O)[CH:26]=[CH:27][CH:28]=1)#[N:22], predict the reaction product. The product is: [CH3:20][C:18]1[NH:17][N:16]=[C:15]([NH:14][C:4]2[N:3]=[C:2]([C:27]3[CH:28]=[C:23]([CH:24]=[CH:25][CH:26]=3)[C:21]#[N:22])[C:11]3[C:6]([CH:5]=2)=[C:7]([O:12][CH3:13])[CH:8]=[CH:9][CH:10]=3)[CH:19]=1. (2) Given the reactants F[C:2]1[CH:9]=[CH:8][C:5]([C:6]#[N:7])=[CH:4][C:3]=1[S:10]([CH3:13])(=[O:12])=[O:11].O.[NH2:15][NH2:16], predict the reaction product. The product is: [NH:15]([C:2]1[CH:9]=[CH:8][C:5]([C:6]#[N:7])=[CH:4][C:3]=1[S:10]([CH3:13])(=[O:12])=[O:11])[NH2:16]. (3) Given the reactants Br[C:2]1[CH:3]=[C:4]([C:14]([NH:16][CH2:17][C:18]2[C:19](=[O:26])[NH:20][C:21]([CH3:25])=[CH:22][C:23]=2[CH3:24])=[O:15])[C:5]2[CH:10]=[N:9][N:8]([CH:11]([CH3:13])[CH3:12])[C:6]=2[N:7]=1.[OH:27][CH2:28][C:29]1[CH:30]=[C:31](B(O)O)[CH:32]=[CH:33][CH:34]=1.C([O-])([O-])=O.[Na+].[Na+].CCOC(C)=O, predict the reaction product. The product is: [CH3:24][C:23]1[CH:22]=[C:21]([CH3:25])[NH:20][C:19](=[O:26])[C:18]=1[CH2:17][NH:16][C:14]([C:4]1[C:5]2[CH:10]=[N:9][N:8]([CH:11]([CH3:13])[CH3:12])[C:6]=2[N:7]=[C:2]([C:33]2[CH:32]=[CH:31][CH:30]=[C:29]([CH2:28][OH:27])[CH:34]=2)[CH:3]=1)=[O:15]. (4) Given the reactants [NH:1]1[CH:5]=[C:4]([C:6]([OH:14])([C:8]#[C:9][Si](C)(C)C)[CH3:7])[CH:3]=[N:2]1.O.O.[F-].[K+], predict the reaction product. The product is: [NH:1]1[CH:5]=[C:4]([C:6]([OH:14])([C:8]#[CH:9])[CH3:7])[CH:3]=[N:2]1. (5) Given the reactants C1(S(CC2C(C(OCC)=O)=C(O)C([C:23]3[CH:27]=[CH:26][O:25][CH:24]=3)=CC=2)(=O)=O)C=CC=CC=1.Br[C:29]1[C:30]([O:49][CH3:50])=[C:31]([C:36]([CH2:39][S:40]([N:43]2[CH2:47][CH2:46][CH:45]([OH:48])[CH2:44]2)(=[O:42])=[O:41])=[CH:37][CH:38]=1)[C:32]([O:34][CH3:35])=[O:33], predict the reaction product. The product is: [O:25]1[CH:26]=[CH:27][C:23]([C:29]2[C:30]([O:49][CH3:50])=[C:31]([C:36]([CH2:39][S:40]([N:43]3[CH2:47][CH2:46][CH:45]([OH:48])[CH2:44]3)(=[O:42])=[O:41])=[CH:37][CH:38]=2)[C:32]([O:34][CH3:35])=[O:33])=[CH:24]1.